From a dataset of Full USPTO retrosynthesis dataset with 1.9M reactions from patents (1976-2016). Predict the reactants needed to synthesize the given product. (1) Given the product [CH2:23]([S:24][C:2]1[N:7]=[C:6]([C:8]([NH:10][C:11]2[CH:16]=[CH:15][CH:14]=[CH:13][CH:12]=2)=[O:9])[CH:5]=[CH:4][CH:3]=1)[C:17]1[CH:22]=[CH:21][CH:20]=[CH:19][CH:18]=1, predict the reactants needed to synthesize it. The reactants are: Cl[C:2]1[N:7]=[C:6]([C:8]([NH:10][C:11]2[CH:16]=[CH:15][CH:14]=[CH:13][CH:12]=2)=[O:9])[CH:5]=[CH:4][CH:3]=1.[C:17]1([CH2:23][SH:24])[CH:22]=[CH:21][CH:20]=[CH:19][CH:18]=1.C([O-])([O-])=O.[K+].[K+]. (2) Given the product [Cl:1][C:2]1[CH:7]=[C:6]([OH:8])[CH:5]=[CH:4][C:3]=1[CH:10]([CH3:25])[C:11]([C:17]1[CH:18]=[CH:19][C:20](=[O:24])[N:21]([CH3:23])[CH:22]=1)([OH:16])[C:12]([F:14])([F:15])[F:13], predict the reactants needed to synthesize it. The reactants are: [Cl:1][C:2]1[CH:7]=[C:6]([O:8]C)[CH:5]=[CH:4][C:3]=1[CH:10]([CH3:25])[C:11]([C:17]1[CH:18]=[CH:19][C:20](=[O:24])[N:21]([CH3:23])[CH:22]=1)([OH:16])[C:12]([F:15])([F:14])[F:13].B(Br)(Br)Br. (3) Given the product [NH2:1][C:2]1[CH:12]=[C:11]([CH:13]2[O:18][CH2:16][CH2:17][O:14]2)[C:10]([CH3:15])=[CH:9][C:3]=1[C:4]([O:6][CH2:7][CH3:8])=[O:5], predict the reactants needed to synthesize it. The reactants are: [NH2:1][C:2]1[CH:12]=[C:11]([CH:13]=[O:14])[C:10]([CH3:15])=[CH:9][C:3]=1[C:4]([O:6][CH2:7][CH3:8])=[O:5].[CH2:16]([O:18]C(=O)C1C=C(OC(F)(F)F)C(C2OCCO2)=C(Cl)C=1N)[CH3:17]. (4) Given the product [NH2:15][C:16]1[CH:17]=[C:18]([C:22]2([CH3:32])[N:27]=[C:26]([NH2:28])[CH2:25][N:24]3[N:29]=[CH:30][CH:31]=[C:23]23)[CH:19]=[CH:20][CH:21]=1, predict the reactants needed to synthesize it. The reactants are: Cl.C(=[N:15][C:16]1[CH:17]=[C:18]([C:22]2([CH3:32])[N:27]=[C:26]([NH2:28])[CH2:25][N:24]3[N:29]=[CH:30][CH:31]=[C:23]23)[CH:19]=[CH:20][CH:21]=1)(C1C=CC=CC=1)C1C=CC=CC=1.CCOCC. (5) The reactants are: [Cl:1]Cl.[CH2:3]([O:10][C:11]1[CH:20]=[CH:19][C:14]([C:15]([O:17]C)=[O:16])=[C:13]([O:21][CH3:22])[CH:12]=1)[C:4]1[CH:9]=[CH:8][CH:7]=[CH:6][CH:5]=1. Given the product [CH2:3]([O:10][C:11]1[C:20]([Cl:1])=[CH:19][C:14]([C:15]([OH:17])=[O:16])=[C:13]([O:21][CH3:22])[CH:12]=1)[C:4]1[CH:9]=[CH:8][CH:7]=[CH:6][CH:5]=1, predict the reactants needed to synthesize it. (6) Given the product [Cl:28][C:27]1[C:22]([O:1][C:2]2[CH:7]=[C:6]([O:8][CH2:9][CH2:10][CH3:11])[CH:5]=[CH:4][C:3]=2[CH2:12][CH2:13][C:14]([O:16][CH2:17][CH3:18])=[O:15])=[N:23][CH:24]=[C:25]([C:29]([F:31])([F:30])[F:32])[CH:26]=1, predict the reactants needed to synthesize it. The reactants are: [OH:1][C:2]1[CH:7]=[C:6]([O:8][CH2:9][CH2:10][CH3:11])[CH:5]=[CH:4][C:3]=1[CH2:12][CH2:13][C:14]([O:16][CH2:17][CH3:18])=[O:15].[H-].[Na+].Cl[C:22]1[C:27]([Cl:28])=[CH:26][C:25]([C:29]([F:32])([F:31])[F:30])=[CH:24][N:23]=1.O. (7) Given the product [C:46]([O:50][C:51](=[O:60])[NH:52][CH:53]1[CH2:54][CH2:55][CH:56]([NH:59][C:13]2[N:12]=[C:11]3[N:10]([C:18]([C:25]4[CH:26]=[CH:27][CH:28]=[CH:29][CH:30]=4)([C:19]4[CH:20]=[CH:21][CH:22]=[CH:23][CH:24]=4)[C:31]4[CH:32]=[CH:33][CH:34]=[CH:35][CH:36]=4)[N:9]=[C:8]([C:4]4[CH:5]=[CH:6][CH:7]=[C:2]([Br:1])[CH:3]=4)[C:16]3=[CH:15][N:14]=2)[CH2:57][CH2:58]1)([CH3:49])([CH3:47])[CH3:48], predict the reactants needed to synthesize it. The reactants are: [Br:1][C:2]1[CH:3]=[C:4]([C:8]2[C:16]3[C:11](=[N:12][C:13](Cl)=[N:14][CH:15]=3)[N:10]([C:18]([C:31]3[CH:36]=[CH:35][CH:34]=[CH:33][CH:32]=3)([C:25]3[CH:30]=[CH:29][CH:28]=[CH:27][CH:26]=3)[C:19]3[CH:24]=[CH:23][CH:22]=[CH:21][CH:20]=3)[N:9]=2)[CH:5]=[CH:6][CH:7]=1.CCN(C(C)C)C(C)C.[C:46]([O:50][C:51](=[O:60])[NH:52][CH:53]1[CH2:58][CH2:57][CH:56]([NH2:59])[CH2:55][CH2:54]1)([CH3:49])([CH3:48])[CH3:47].O. (8) Given the product [Cl:1][C:2]1[CH:3]=[C:4]([C:9]2([C:23]([F:25])([F:24])[F:26])[O:13][N:12]=[C:11]([C:14]3[CH:21]=[CH:20][C:17](/[CH:18]=[N:35]/[NH:34][C:33]([C:28]4[CH:29]=[CH:30][CH:31]=[CH:32][N:27]=4)=[O:37])=[C:16]([CH3:22])[CH:15]=3)[CH2:10]2)[CH:5]=[C:6]([Cl:8])[CH:7]=1, predict the reactants needed to synthesize it. The reactants are: [Cl:1][C:2]1[CH:3]=[C:4]([C:9]2([C:23]([F:26])([F:25])[F:24])[O:13][N:12]=[C:11]([C:14]3[CH:21]=[CH:20][C:17]([CH:18]=O)=[C:16]([CH3:22])[CH:15]=3)[CH2:10]2)[CH:5]=[C:6]([Cl:8])[CH:7]=1.[N:27]1[CH:32]=[CH:31][CH:30]=[CH:29][C:28]=1[CH2:33][NH:34][NH2:35].C[OH:37]. (9) Given the product [OH:1][CH:2]1[CH2:11][C:10]2[C:9]([NH:12][C:13]([NH:26][C:25]3[CH:27]=[CH:28][CH:29]=[C:23]([I:22])[CH:24]=3)=[O:21])=[CH:8][CH:7]=[CH:6][C:5]=2[CH2:4][CH2:3]1, predict the reactants needed to synthesize it. The reactants are: [OH:1][CH:2]1[CH2:11][C:10]2[C:9]([NH:12][C:13](=[O:21])OC3C=CC=CC=3)=[CH:8][CH:7]=[CH:6][C:5]=2[CH2:4][CH2:3]1.[I:22][C:23]1[CH:24]=[C:25]([CH:27]=[CH:28][CH:29]=1)[NH2:26].O. (10) Given the product [CH3:22][C:17]1([CH3:21])[CH2:16][C:14]2[N:15]=[C:11]([N:7]3[C:6]4[CH:23]=[C:2]([NH:1][CH2:29][CH:26]5[CH2:27][CH2:28][O:24][CH2:25]5)[CH:3]=[CH:4][C:5]=4[O:10][CH2:9][CH2:8]3)[S:12][C:13]=2[C:19](=[O:20])[CH2:18]1, predict the reactants needed to synthesize it. The reactants are: [NH2:1][C:2]1[CH:3]=[CH:4][C:5]2[O:10][CH2:9][CH2:8][N:7]([C:11]3[S:12][C:13]4[C:19](=[O:20])[CH2:18][C:17]([CH3:22])([CH3:21])[CH2:16][C:14]=4[N:15]=3)[C:6]=2[CH:23]=1.[O:24]1[CH2:28][CH2:27][CH:26]([CH:29]=O)[CH2:25]1.C1([SiH3])C=CC=CC=1.C([Sn](Cl)(Cl)CCCC)CCC.